From a dataset of Full USPTO retrosynthesis dataset with 1.9M reactions from patents (1976-2016). Predict the reactants needed to synthesize the given product. (1) Given the product [Cl:23][C:4]1[C:5]2[CH:10]=[CH:9][NH:8][C:6]=2[N:7]=[C:2]([NH2:1])[N:3]=1, predict the reactants needed to synthesize it. The reactants are: [NH2:1][C:2]1[N:3]=[C:4](O)[C:5]2[CH:10]=[CH:9][NH:8][C:6]=2[N:7]=1.CN(C)C1C=CC=CC=1.O=P(Cl)(Cl)[Cl:23]. (2) Given the product [Cl:1][C:2]1[CH:15]=[CH:14][C:5]([CH2:6][CH2:7][N:8]2[CH2:12][CH2:11][C@H:10]([O:13][S:24]([CH3:23])(=[O:26])=[O:25])[CH2:9]2)=[CH:4][CH:3]=1, predict the reactants needed to synthesize it. The reactants are: [Cl:1][C:2]1[CH:15]=[CH:14][C:5]([CH2:6][CH2:7][N:8]2[CH2:12][CH2:11][C@H:10]([OH:13])[CH2:9]2)=[CH:4][CH:3]=1.C(N(CC)CC)C.[CH3:23][S:24](Cl)(=[O:26])=[O:25].